Dataset: Forward reaction prediction with 1.9M reactions from USPTO patents (1976-2016). Task: Predict the product of the given reaction. (1) Given the reactants C1(S([N:10]2[C:18]3[C:13](=[CH:14][C:15]([C:19]4[N:20]([CH3:25])[N:21]=[C:22]([Br:24])[CH:23]=4)=[CH:16][CH:17]=3)[CH:12]=[C:11]2[C:26]2[C:31]([F:32])=[CH:30][CH:29]=[CH:28][C:27]=2[F:33])(=O)=O)C=CC=CC=1.FC1C=CC=C(F)C=1C1NC2C(C=1)=CC(C1N(C)N=C(N)C=1)=CC=2, predict the reaction product. The product is: [Br:24][C:22]1[CH:23]=[C:19]([C:15]2[CH:14]=[C:13]3[C:18](=[CH:17][CH:16]=2)[NH:10][C:11]([C:26]2[C:27]([F:33])=[CH:28][CH:29]=[CH:30][C:31]=2[F:32])=[CH:12]3)[N:20]([CH3:25])[N:21]=1. (2) Given the reactants [CH:1]1([NH:5][C:6](=[O:34])[NH:7][C:8]2[CH:32]=[CH:31][C:11]([C:12]([N:14]3[CH2:19][CH2:18][N:17]([CH2:20][C:21]4[N:26]=[C:25]([C:27]([O:29]C)=[O:28])[CH:24]=[CH:23][CH:22]=4)[CH2:16][CH2:15]3)=[O:13])=[CH:10][C:9]=2[F:33])[CH2:4][CH2:3][CH2:2]1.[OH-].[Na+:36], predict the reaction product. The product is: [CH:1]1([NH:5][C:6](=[O:34])[NH:7][C:8]2[CH:32]=[CH:31][C:11]([C:12]([N:14]3[CH2:19][CH2:18][N:17]([CH2:20][C:21]4[N:26]=[C:25]([C:27]([O-:29])=[O:28])[CH:24]=[CH:23][CH:22]=4)[CH2:16][CH2:15]3)=[O:13])=[CH:10][C:9]=2[F:33])[CH2:4][CH2:3][CH2:2]1.[Na+:36]. (3) Given the reactants C(O)(C(F)(F)F)=O.[Cl:8][C:9]1[CH:14]=[CH:13][CH:12]=[C:11]([Cl:15])[C:10]=1[NH:16][C:17]([NH:19][C:20]1[CH:25]=[C:24]([F:26])[CH:23]=[CH:22][C:21]=1[C:27]([NH:29][C@H:30]([C:39]([O:41]C(C)(C)C)=[O:40])[CH2:31][C:32]([O:34]C(C)(C)C)=[O:33])=[O:28])=[O:18], predict the reaction product. The product is: [Cl:8][C:9]1[CH:14]=[CH:13][CH:12]=[C:11]([Cl:15])[C:10]=1[NH:16][C:17]([NH:19][C:20]1[CH:25]=[C:24]([F:26])[CH:23]=[CH:22][C:21]=1[C:27]([NH:29][C@H:30]([C:39]([OH:41])=[O:40])[CH2:31][C:32]([OH:34])=[O:33])=[O:28])=[O:18].